Dataset: Forward reaction prediction with 1.9M reactions from USPTO patents (1976-2016). Task: Predict the product of the given reaction. (1) Given the reactants [NH2:1][C:2]1[C:23]([Cl:24])=[C:22]([CH:25]2[O:29][CH2:28][CH2:27][O:26]2)[C:21]([C:30]([F:33])([F:32])[F:31])=[CH:20][C:3]=1[C:4]([NH:6][CH2:7][C:8]1[CH:13]=[C:12]([Cl:14])[CH:11]=[CH:10][C:9]=1[S:15]([CH2:18][CH3:19])(=[O:17])=[O:16])=[O:5].O.[C:35]1(C)C=CC(S(O)(=O)=O)=CC=1.C(O)=O, predict the reaction product. The product is: [Cl:24][C:23]1[C:22]([CH:25]2[O:29][CH2:28][CH2:27][O:26]2)=[C:21]([C:30]([F:32])([F:33])[F:31])[CH:20]=[C:3]2[C:2]=1[N:1]=[CH:35][N:6]([CH2:7][C:8]1[CH:13]=[C:12]([Cl:14])[CH:11]=[CH:10][C:9]=1[S:15]([CH2:18][CH3:19])(=[O:17])=[O:16])[C:4]2=[O:5]. (2) Given the reactants [CH3:1][O:2][C:3]1[CH:20]=[CH:19][C:6]2[NH:7][C:8]([S:10][CH2:11][C:12]3[CH:17]=[CH:16][CH:15]=[CH:14][C:13]=3[NH2:18])=[N:9][C:5]=2[CH:4]=1.C([O:23]CC)C, predict the reaction product. The product is: [CH3:1][O:2][C:3]1[CH:20]=[CH:19][C:6]2[NH:7][C:8]([S:10]([CH2:11][C:12]3[CH:17]=[CH:16][CH:15]=[CH:14][C:13]=3[NH2:18])=[O:23])=[N:9][C:5]=2[CH:4]=1.